From a dataset of Catalyst prediction with 721,799 reactions and 888 catalyst types from USPTO. Predict which catalyst facilitates the given reaction. (1) Reactant: [NH:1]1[CH2:6][CH2:5][NH:4][CH2:3][CH2:2]1.C(N(CC)C(C)C)(C)C.F[C:17]1[CH:22]=[CH:21][C:20]([N+:23]([O-:25])=[O:24])=[CH:19][C:18]=1[CH3:26].O. Product: [CH3:26][C:18]1[CH:19]=[C:20]([N+:23]([O-:25])=[O:24])[CH:21]=[CH:22][C:17]=1[N:1]1[CH2:6][CH2:5][NH:4][CH2:3][CH2:2]1. The catalyst class is: 10. (2) Product: [CH3:39][C:34]([NH:33][C:27](=[O:28])[C:26]1[CH:30]=[CH:31][C:23]([CH2:22][N:8]([CH:3]2[CH2:4][CH2:5][CH2:6][CH2:7][CH:2]2[CH3:1])[S:9]([C:12]2[CH:13]=[N:14][C:15]([C:18]([F:21])([F:19])[F:20])=[CH:16][CH:17]=2)(=[O:11])=[O:10])=[CH:24][CH:25]=1)([CH3:40])[C:35]([O:37][CH3:38])=[O:36]. Reactant: [CH3:1][CH:2]1[CH2:7][CH2:6][CH2:5][CH2:4][CH:3]1[N:8]([CH2:22][C:23]1[CH:31]=[CH:30][C:26]([C:27](O)=[O:28])=[CH:25][CH:24]=1)[S:9]([C:12]1[CH:13]=[N:14][C:15]([C:18]([F:21])([F:20])[F:19])=[CH:16][CH:17]=1)(=[O:11])=[O:10].Cl.[NH2:33][C:34]([CH3:40])([CH3:39])[C:35]([O:37][CH3:38])=[O:36].F[P-](F)(F)(F)(F)F.N1(O[P+](N(C)C)(N(C)C)N(C)C)C2C=CC=CC=2N=N1.C1C=CC2N(O)N=NC=2C=1.O.C(N(C(C)C)C(C)C)C. The catalyst class is: 3. (3) Reactant: [CH3:1][N:2]([CH2:4][CH:5]1[CH2:10][CH2:9][N:8]([C:11]2[CH:16]=[CH:15][C:14]([NH:17]C(=O)OC(C)(C)C)=[CH:13][CH:12]=2)[CH2:7][CH2:6]1)[CH3:3].FC(F)(F)C(O)=O. Product: [CH3:3][N:2]([CH2:4][CH:5]1[CH2:6][CH2:7][N:8]([C:11]2[CH:16]=[CH:15][C:14]([NH2:17])=[CH:13][CH:12]=2)[CH2:9][CH2:10]1)[CH3:1]. The catalyst class is: 4. (4) Reactant: [C:1]([O:5][C:6]([C:8]1[CH:13]=[CH:12][CH:11]=[CH:10][C:9]=1[C:14]1[CH:19]=[CH:18][C:17]([CH2:20][N:21]2[C:29]3[C:24](=[CH:25][C:26]([C:30](O)=[O:31])=[CH:27][CH:28]=3)[CH:23]=[N:22]2)=[CH:16][CH:15]=1)=[O:7])([CH3:4])([CH3:3])[CH3:2].CCN(C(C)C)C(C)C.CN(C(ON1N=NC2C=CC=NC1=2)=[N+](C)C)C.F[P-](F)(F)(F)(F)F.[C:66]1([CH:72]([NH2:75])[CH2:73][CH3:74])[CH:71]=[CH:70][CH:69]=[CH:68][CH:67]=1. Product: [C:66]1([CH:72]([NH:75][C:30]([C:26]2[CH:25]=[C:24]3[C:29](=[CH:28][CH:27]=2)[N:21]([CH2:20][C:17]2[CH:16]=[CH:15][C:14]([C:9]4[C:8]([C:6]([O:5][C:1]([CH3:4])([CH3:3])[CH3:2])=[O:7])=[CH:13][CH:12]=[CH:11][CH:10]=4)=[CH:19][CH:18]=2)[N:22]=[CH:23]3)=[O:31])[CH2:73][CH3:74])[CH:71]=[CH:70][CH:69]=[CH:68][CH:67]=1. The catalyst class is: 3. (5) Reactant: [OH:1][C:2]1[C:3]([C:8]([OH:10])=[O:9])=[N:4][CH:5]=[CH:6][CH:7]=1.Cl.[C:12](=O)(O)[O-].[Na+]. Product: [OH:1][C:2]1[C:3]([C:8]([O:10][CH3:12])=[O:9])=[N:4][CH:5]=[CH:6][CH:7]=1. The catalyst class is: 24. (6) Reactant: [CH:1]1([C:4]2[CH:8]=[C:7]([CH:9]3[CH2:11][CH2:10]3)[N:6]([C:12]3[N:17]=[CH:16][C:15]([NH:18][C:19]([C:21]4[S:25][CH:24]=[N:23][C:22]=4[CH3:26])=[O:20])=[CH:14][CH:13]=3)[N:5]=2)[CH2:3][CH2:2]1.CC1N=CSC=1C(O)=O.[ClH:36]. Product: [ClH:36].[CH:1]1([C:4]2[CH:8]=[C:7]([CH:9]3[CH2:11][CH2:10]3)[N:6]([C:12]3[N:17]=[CH:16][C:15]([NH:18][C:19]([C:21]4[S:25][CH:24]=[N:23][C:22]=4[CH3:26])=[O:20])=[CH:14][CH:13]=3)[N:5]=2)[CH2:2][CH2:3]1. The catalyst class is: 165. (7) Reactant: [C:1]12([CH:11]([OH:24])[CH2:12][NH:13][C:14]3[C:15]4[CH2:23][CH2:22][NH:21][CH2:20][C:16]=4[N:17]=[CH:18][N:19]=3)[CH2:10][CH:5]3[CH2:6][CH:7]([CH2:9][CH:3]([CH2:4]3)[CH2:2]1)[CH2:8]2.[N:25]1([C:31](Cl)=[O:32])[CH2:30][CH2:29][O:28][CH2:27][CH2:26]1.C(N(CC)C(C)C)(C)C. Product: [C:1]12([CH:11]([OH:24])[CH2:12][NH:13][C:14]3[C:15]4[CH2:23][CH2:22][N:21]([C:31]([N:25]5[CH2:30][CH2:29][O:28][CH2:27][CH2:26]5)=[O:32])[CH2:20][C:16]=4[N:17]=[CH:18][N:19]=3)[CH2:2][CH:3]3[CH2:4][CH:5]([CH2:6][CH:7]([CH2:9]3)[CH2:8]1)[CH2:10]2. The catalyst class is: 2. (8) Reactant: [CH3:1][C@@H:2]1[CH2:6][CH2:5][CH2:4][N:3]1[CH2:7][CH2:8][C:9]1[CH:14]=[CH:13][C:12]([C:15]2[CH:20]=[CH:19][C:18]([C:21]3([C:26](O)=[O:27])[CH2:25][CH2:24][CH2:23][CH2:22]3)=[CH:17][CH:16]=2)=[CH:11][CH:10]=1.Cl.[NH2:30][CH2:31][CH2:32][CH2:33][C:34]([O:36][C:37]([CH3:40])([CH3:39])[CH3:38])=[O:35].CN(C(ON1N=NC2C=CC=NC1=2)=[N+](C)C)C.F[P-](F)(F)(F)(F)F.Cl. Product: [CH3:1][C@@H:2]1[CH2:6][CH2:5][CH2:4][N:3]1[CH2:7][CH2:8][C:9]1[CH:14]=[CH:13][C:12]([C:15]2[CH:16]=[CH:17][C:18]([C:21]3([C:26]([NH:30][CH2:31][CH2:32][CH2:33][C:34]([O:36][C:37]([CH3:40])([CH3:39])[CH3:38])=[O:35])=[O:27])[CH2:25][CH2:24][CH2:23][CH2:22]3)=[CH:19][CH:20]=2)=[CH:11][CH:10]=1. The catalyst class is: 3.